This data is from Reaction yield outcomes from USPTO patents with 853,638 reactions. The task is: Predict the reaction yield, written as a fraction of the theoretical maximum amount of product (1.0 means a 100% yield; for example, 0.34 means a 34% yield). (1) The reactants are Br[C:2]1[CH:7]=[C:6]([CH3:8])[CH:5]=[C:4]([Br:9])[CH:3]=1.[CH3:10][O:11][C:12](=[O:23])[CH2:13][CH2:14][C:15]1[CH:20]=[CH:19][C:18]([OH:21])=[CH:17][C:16]=1[CH3:22].CC(C)(C(=O)CC(=O)C(C)(C)C)C.C([O-])([O-])=O.[Cs+].[Cs+]. The catalyst is CN1C(=O)CCC1.CCOCC.Cl[Cu]. The product is [CH3:10][O:11][C:12](=[O:23])[CH2:13][CH2:14][C:15]1[CH:20]=[CH:19][C:18]([O:21][C:2]2[CH:7]=[C:6]([CH3:8])[CH:5]=[C:4]([Br:9])[CH:3]=2)=[CH:17][C:16]=1[CH3:22]. The yield is 0.590. (2) The reactants are [CH3:1][C:2]1[CH:10]=[CH:9][C:8]([N:11]([CH3:20])[S:12]([C:15]2[S:16][CH:17]=[CH:18][CH:19]=2)(=[O:14])=[O:13])=[C:7]2[C:3]=1[CH:4]=[C:5]([C:21]1[S:22][CH:23]([CH2:26][C:27]([O:29]CC)=[O:28])[CH2:24][N:25]=1)[NH:6]2.[OH-].[K+].C(O)(=O)CC(CC(O)=O)(C(O)=O)O. The catalyst is O1CCCC1.CO. The product is [CH3:1][C:2]1[CH:10]=[CH:9][C:8]([N:11]([CH3:20])[S:12]([C:15]2[S:16][CH:17]=[CH:18][CH:19]=2)(=[O:14])=[O:13])=[C:7]2[C:3]=1[CH:4]=[C:5]([C:21]1[S:22][CH:23]([CH2:26][C:27]([OH:29])=[O:28])[CH2:24][N:25]=1)[NH:6]2. The yield is 0.950. (3) The reactants are CO[C:3](=[O:21])[CH:4]([C:13]1[CH:18]=[CH:17][C:16]([Cl:19])=[C:15]([Cl:20])[CH:14]=1)[CH2:5][CH:6]1[CH2:10][CH2:9][C:8]([F:12])([F:11])[CH2:7]1.[NH2:22][C:23]1[S:24][CH:25]=[CH:26][N:27]=1.C[O-].[Mg+2].C[O-].CO. No catalyst specified. The product is [Cl:20][C:15]1[CH:14]=[C:13]([CH:4]([CH2:5][CH:6]2[CH2:10][CH2:9][C:8]([F:11])([F:12])[CH2:7]2)[C:3]([NH:22][C:23]2[S:24][CH:25]=[CH:26][N:27]=2)=[O:21])[CH:18]=[CH:17][C:16]=1[Cl:19]. The yield is 0.490. (4) The reactants are [Cl:1][C:2]1[CH:7]=[C:6](Cl)[N:5]=[C:4]([C:9]2[S:10][CH:11]=[CH:12][N:13]=2)[CH:3]=1.[CH:14]([O:17][C:18]1[CH:23]=[CH:22][C:21](B2OC(C)(C)C(C)(C)O2)=[CH:20][N:19]=1)([CH3:16])[CH3:15].[O-]P([O-])([O-])=O.[K+].[K+].[K+].C1COCC1. The catalyst is CCOC(C)=O.C1C=CC(P(C2C=CC=CC=2)[C-]2C=CC=C2)=CC=1.C1C=CC(P(C2C=CC=CC=2)[C-]2C=CC=C2)=CC=1.Cl[Pd]Cl.[Fe+2].O. The product is [Cl:1][C:2]1[CH:3]=[C:4]([C:9]2[S:10][CH:11]=[CH:12][N:13]=2)[N:5]=[C:6]([C:21]2[CH:20]=[N:19][C:18]([O:17][CH:14]([CH3:16])[CH3:15])=[CH:23][CH:22]=2)[CH:7]=1. The yield is 0.470. (5) The reactants are C(N(CC)CC)C.[OH:8][C:9]1[CH:14]=[C:13]([CH3:15])[N:12]=[C:11]([CH3:16])[CH:10]=1.[F:17][C:18]([F:31])([F:30])[S:19](O[S:19]([C:18]([F:31])([F:30])[F:17])(=[O:21])=[O:20])(=[O:21])=[O:20]. The catalyst is ClCCl.CN(C)C1C=CN=CC=1. The product is [CH3:16][C:11]1[CH:10]=[C:9]([O:8][S:19]([C:18]([F:31])([F:30])[F:17])(=[O:21])=[O:20])[CH:14]=[C:13]([CH3:15])[N:12]=1. The yield is 0.790.